This data is from Forward reaction prediction with 1.9M reactions from USPTO patents (1976-2016). The task is: Predict the product of the given reaction. (1) Given the reactants [NH2:1][CH2:2][C@@:3]1([CH2:13][C:14]([O:16]C(C)(C)C)=[O:15])[CH2:9][C@H:8]2[C@@H:4]1[CH:5]=[C:6]([CH:10]([CH3:12])[CH3:11])[CH2:7]2, predict the reaction product. The product is: [NH2:1][CH2:2][C@@:3]1([CH2:13][C:14]([OH:16])=[O:15])[CH2:9][C@H:8]2[C@@H:4]1[CH:5]=[C:6]([CH:10]([CH3:12])[CH3:11])[CH2:7]2. (2) Given the reactants [C:1]([O:9][C@@H:10]1[C@H:14]([CH2:15][O:16][C:17](=[O:24])[C:18]2[CH:23]=[CH:22][CH:21]=[CH:20][CH:19]=2)[O:13][C@H:12]([N:25]2[CH:32]=[CH:31][C:29](=[O:30])[NH:28][C:26]2=[O:27])[C@H:11]1[OH:33])(=[O:8])[C:2]1[CH:7]=[CH:6][CH:5]=[CH:4][CH:3]=1.C1(N=C=NC2CCCCC2)CCCCC1.ClC(Cl)C(O)=O.C(O)(=O)C(O)=O.[BH4-].[Na+], predict the reaction product. The product is: [C:1]([O:9][C@H:10]1[C@H:14]([CH2:15][O:16][C:17](=[O:24])[C:18]2[CH:23]=[CH:22][CH:21]=[CH:20][CH:19]=2)[O:13][C@H:12]([N:25]2[CH:32]=[CH:31][C:29](=[O:30])[NH:28][C:26]2=[O:27])[C@@H:11]1[OH:33])(=[O:8])[C:2]1[CH:7]=[CH:6][CH:5]=[CH:4][CH:3]=1. (3) Given the reactants [CH3:1][O:2][C:3]1[CH:4]=[C:5]([C:15]([NH:17][NH:18]C(OC(C)(C)C)=O)=[O:16])[CH:6]=[CH:7][C:8]=1[C:9]1[O:13][C:12]([CH3:14])=[N:11][CH:10]=1.[ClH:26], predict the reaction product. The product is: [ClH:26].[CH3:1][O:2][C:3]1[CH:4]=[C:5]([CH:6]=[CH:7][C:8]=1[C:9]1[O:13][C:12]([CH3:14])=[N:11][CH:10]=1)[C:15]([NH:17][NH2:18])=[O:16]. (4) Given the reactants [CH2:1]([N:8]1[C:12](=[O:13])[CH2:11][CH2:10][C@@H:9]1[C:14]([NH:16][CH:17]([CH:25]([OH:36])[C:26](=[O:35])[NH:27][CH2:28][C:29]1[CH:34]=[CH:33][CH:32]=[CH:31][N:30]=1)[CH2:18][C:19]1[CH:24]=[CH:23][CH:22]=[CH:21][CH:20]=1)=[O:15])[C:2]1[CH:7]=[CH:6][CH:5]=[CH:4][CH:3]=1.O=[N-], predict the reaction product. The product is: [CH2:1]([N:8]1[C:12](=[O:13])[CH2:11][CH2:10][C@@H:9]1[C:14]([NH:16][CH:17]([C:25](=[O:36])[C:26](=[O:35])[NH:27][CH2:28][C:29]1[CH:34]=[CH:33][CH:32]=[CH:31][N:30]=1)[CH2:18][C:19]1[CH:24]=[CH:23][CH:22]=[CH:21][CH:20]=1)=[O:15])[C:2]1[CH:3]=[CH:4][CH:5]=[CH:6][CH:7]=1. (5) Given the reactants C(OC([N:8]1[CH2:12][C@H:11]([O:13][C:14]2[C:23]3[C:18](=[CH:19][C:20]([O:24][CH3:25])=[CH:21][CH:22]=3)[N:17]=[C:16]([C:26]3[CH:31]=[CH:30][CH:29]=[CH:28][CH:27]=3)[CH:15]=2)[CH2:10][C@H:9]1[C:32](=[O:63])[NH:33][C@:34]1([C:39]([NH:41][S:42]([C:45]2[CH:50]=[CH:49][CH:48]=[CH:47][C:46]=2[NH:51][C:52](=[O:62])[CH2:53][CH2:54][CH2:55][CH2:56][CH2:57][CH2:58][C:59]([OH:61])=[O:60])(=[O:44])=[O:43])=[O:40])[CH2:36][C@H:35]1[CH:37]=[CH2:38])=O)(C)(C)C.C(O)(C(F)(F)F)=O, predict the reaction product. The product is: [CH3:25][O:24][C:20]1[CH:19]=[C:18]2[C:23]([C:14]([O:13][C@H:11]3[CH2:12][NH:8][C@H:9]([C:32]([NH:33][C@:34]4([C:39]([NH:41][S:42]([C:45]5[CH:50]=[CH:49][CH:48]=[CH:47][C:46]=5[NH:51][C:52]([CH2:53][CH2:54][CH2:55][CH2:56][CH2:57][CH2:58][C:59]([OH:61])=[O:60])=[O:62])(=[O:44])=[O:43])=[O:40])[CH2:36][C@H:35]4[CH:37]=[CH2:38])=[O:63])[CH2:10]3)=[CH:15][C:16]([C:26]3[CH:27]=[CH:28][CH:29]=[CH:30][CH:31]=3)=[N:17]2)=[CH:22][CH:21]=1. (6) Given the reactants [CH2:1]([N:8]([CH2:26][C:27]1[CH:32]=[CH:31][CH:30]=[CH:29][CH:28]=1)[C:9]([C@@H:11]1[CH2:16][CH2:15][C:14](=[N:17][O:18][CH2:19][C:20]2[CH:25]=[CH:24][CH:23]=[CH:22][CH:21]=2)[CH2:13][NH:12]1)=[O:10])[C:2]1[CH:7]=[CH:6][CH:5]=[CH:4][CH:3]=1.S(=O)(=O)(O)O.[BH4-].[Na+].[OH-].[Na+], predict the reaction product. The product is: [CH2:26]([N:8]([CH2:1][C:2]1[CH:7]=[CH:6][CH:5]=[CH:4][CH:3]=1)[C:9]([C@@H:11]1[CH2:16][CH2:15][C@@H:14]([NH:17][O:18][CH2:19][C:20]2[CH:21]=[CH:22][CH:23]=[CH:24][CH:25]=2)[CH2:13][NH:12]1)=[O:10])[C:27]1[CH:28]=[CH:29][CH:30]=[CH:31][CH:32]=1. (7) Given the reactants C(OC([NH:8][C:9]1[C:13]([C:14]2[N:19]=[C:18]([OH:20])[C:17]([OH:21])=[C:16]([C:22]([O:24][CH3:25])=[O:23])[N:15]=2)=[CH:12][S:11][CH:10]=1)=O)(C)(C)C.[F:26][C:27]([F:32])([F:31])[C:28]([OH:30])=[O:29], predict the reaction product. The product is: [F:26][C:27]([F:32])([F:31])[C:28]([OH:30])=[O:29].[NH2:8][C:9]1[C:13]([C:14]2[N:19]=[C:18]([OH:20])[C:17]([OH:21])=[C:16]([C:22]([O:24][CH3:25])=[O:23])[N:15]=2)=[CH:12][S:11][CH:10]=1.